From a dataset of Forward reaction prediction with 1.9M reactions from USPTO patents (1976-2016). Predict the product of the given reaction. Given the reactants C(COC)OC.[Cl:7][C:8]1[CH:13]=[CH:12][C:11]([S:14]([O-:16])=[O:15])=[CH:10][CH:9]=1.[Na+].Br[CH2:19][C:20]1[CH:27]=[CH:26][CH:25]=[CH:24][C:21]=1[C:22]#[N:23], predict the reaction product. The product is: [Cl:7][C:8]1[CH:13]=[CH:12][C:11]([S:14]([CH2:19][C:20]2[CH:27]=[CH:26][CH:25]=[CH:24][C:21]=2[C:22]#[N:23])(=[O:16])=[O:15])=[CH:10][CH:9]=1.